From a dataset of Full USPTO retrosynthesis dataset with 1.9M reactions from patents (1976-2016). Predict the reactants needed to synthesize the given product. (1) Given the product [O:27]1[C:28]2[CH:33]=[CH:32][C:31]([NH:34][C:35]([N:15]3[CH2:16][CH2:17][N:12]([C:10]4[S:9][N:8]=[C:7]([C:1]5[CH:2]=[CH:3][CH:4]=[CH:5][CH:6]=5)[N:11]=4)[CH2:13][CH2:14]3)=[O:36])=[CH:30][C:29]=2[CH2:25][CH2:26]1, predict the reactants needed to synthesize it. The reactants are: [C:1]1([C:7]2[N:11]=[C:10]([N:12]3[CH2:17][CH2:16][NH:15][CH2:14][CH2:13]3)[S:9][N:8]=2)[CH:6]=[CH:5][CH:4]=[CH:3][CH:2]=1.C(N(CC)CC)C.[CH2:25]1[C:29]2[CH:30]=[C:31]([N:34]=[C:35]=[O:36])[CH:32]=[CH:33][C:28]=2[O:27][CH2:26]1. (2) Given the product [Br:1][C:2]1[N:7]=[C:6]([C:8]([OH:17])([CH3:10])[CH2:9][OH:12])[C:5]([F:11])=[CH:4][CH:3]=1, predict the reactants needed to synthesize it. The reactants are: [Br:1][C:2]1[N:7]=[C:6]([C:8]([CH3:10])=[CH2:9])[C:5]([F:11])=[CH:4][CH:3]=1.[OH2:12].C[N+]1([O-])CC[O:17]CC1.S(S([O-])=O)([O-])=O.[Na+].[Na+]. (3) The reactants are: [CH:1]1([CH2:4][N:5]2[CH2:11][CH2:10][CH2:9][CH2:8][N:7]([CH2:12][C:13]([O:15]C(C)(C)C)=[O:14])[C:6]2=[O:20])[CH2:3][CH2:2]1. Given the product [CH:1]1([CH2:4][N:5]2[CH2:11][CH2:10][CH2:9][CH2:8][N:7]([CH2:12][C:13]([OH:15])=[O:14])[C:6]2=[O:20])[CH2:3][CH2:2]1, predict the reactants needed to synthesize it. (4) Given the product [C:19]([C:20]1[C:21]([C:24]2[CH:29]=[CH:28][C:27]([O:30][C:31]3[CH:36]=[CH:35][CH:34]=[CH:33][CH:32]=3)=[CH:26][CH:25]=2)=[N:22][N:23]2[C:5]([C:7]3[CH:8]=[C:9]([NH:13][C:14](=[O:16])[CH3:15])[CH:10]=[CH:11][CH:12]=3)=[CH:4][CH:3]=[N:2][C:17]=12)#[N:18], predict the reactants needed to synthesize it. The reactants are: C[N:2]([CH3:17])/[CH:3]=[CH:4]/[C:5]([C:7]1[CH:8]=[C:9]([NH:13][C:14](=[O:16])[CH3:15])[CH:10]=[CH:11][CH:12]=1)=O.[NH2:18][C:19]1[NH:23][N:22]=[C:21]([C:24]2[CH:29]=[CH:28][C:27]([O:30][C:31]3[CH:36]=[CH:35][CH:34]=[CH:33][CH:32]=3)=[CH:26][CH:25]=2)[C:20]=1C#N. (5) Given the product [C:1]([O:5][C:6]([N:8]([CH3:9])[CH2:10][CH2:11][NH:16][CH2:13][C:14]#[CH:15])=[O:7])([CH3:4])([CH3:3])[CH3:2], predict the reactants needed to synthesize it. The reactants are: [C:1]([O:5][C:6]([N:8]([CH2:10][CH:11]=O)[CH3:9])=[O:7])([CH3:4])([CH3:3])[CH3:2].[CH2:13]([NH2:16])[C:14]#[CH:15].CO.[BH4-].[Na+]. (6) Given the product [Br:1][C:2]1[CH:3]=[C:4]2[C:8](=[CH:9][CH:10]=1)[N:7]([CH:11]1[CH2:16][CH2:15][CH2:14][CH2:13][O:12]1)[N:6]=[C:5]2[C:17]#[N:21], predict the reactants needed to synthesize it. The reactants are: [Br:1][C:2]1[CH:3]=[C:4]2[C:8](=[CH:9][CH:10]=1)[N:7]([CH:11]1[CH2:16][CH2:15][CH2:14][CH2:13][O:12]1)[N:6]=[C:5]2[CH:17]=O.C([N:21](CC)CC)C.Cl.NO.ClC(Cl)(Cl)C(Cl)=O.[Cl-].[Na+]. (7) Given the product [CH:1]1([C:4]2[CH:5]=[CH:6][C:7]([C:15]([N:18]3[CH2:23][CH2:22][CH2:21][CH2:20][CH:19]3[C:24]([NH2:26])=[O:25])=[O:17])=[N:8][C:9]=2[O:10][CH2:11][CH:12]2[CH2:13][CH2:14]2)[CH2:2][CH2:3]1, predict the reactants needed to synthesize it. The reactants are: [CH:1]1([C:4]2[CH:5]=[CH:6][C:7]([C:15]([OH:17])=O)=[N:8][C:9]=2[O:10][CH2:11][CH:12]2[CH2:14][CH2:13]2)[CH2:3][CH2:2]1.[NH:18]1[CH2:23][CH2:22][CH2:21][CH2:20][CH:19]1[C:24]([NH2:26])=[O:25]. (8) Given the product [Cl:1][C:2]1[CH:3]=[C:4]([CH:9]2[CH2:14][C:13]([CH3:28])([S:15]([C:18]3[CH:23]=[CH:22][CH:21]=[C:20]([C:24]([F:27])([F:25])[F:26])[CH:19]=3)(=[O:17])=[O:16])[CH2:12][CH2:11][O:10]2)[CH:5]=[CH:6][C:7]=1[F:8], predict the reactants needed to synthesize it. The reactants are: [Cl:1][C:2]1[CH:3]=[C:4]([CH:9]2[CH2:14][CH:13]([S:15]([C:18]3[CH:23]=[CH:22][CH:21]=[C:20]([C:24]([F:27])([F:26])[F:25])[CH:19]=3)(=[O:17])=[O:16])[CH2:12][CH2:11][O:10]2)[CH:5]=[CH:6][C:7]=1[F:8].[CH3:28]C([O-])(C)C.[K+].CI. (9) The reactants are: C[O:2][C:3](=[O:35])[C:4]1[CH:9]=[C:8]([Cl:10])[C:7]([O:11][CH3:12])=[CH:6][C:5]=1[O:13][CH2:14][CH:15]([OH:34])[CH2:16][N:17]1[CH2:22][CH2:21][C:20]([CH2:24][C:25]2[CH:30]=[CH:29][C:28]([F:31])=[CH:27][CH:26]=2)([OH:23])[C:19]([CH3:33])([CH3:32])[CH2:18]1.[OH-].[Li+]. Given the product [Cl:10][C:8]1[C:7]([O:11][CH3:12])=[CH:6][C:5]([O:13][CH2:14][CH:15]([OH:34])[CH2:16][N:17]2[CH2:22][CH2:21][C:20]([CH2:24][C:25]3[CH:26]=[CH:27][C:28]([F:31])=[CH:29][CH:30]=3)([OH:23])[C:19]([CH3:32])([CH3:33])[CH2:18]2)=[C:4]([CH:9]=1)[C:3]([OH:35])=[O:2], predict the reactants needed to synthesize it.